This data is from Catalyst prediction with 721,799 reactions and 888 catalyst types from USPTO. The task is: Predict which catalyst facilitates the given reaction. Reactant: [C:1](=[O:4])([O-:3])[O-].[Cs+].[Cs+].[S:7]1[C:11]([C:12]([OH:14])=[O:13])=[CH:10][CH:9]=[C:8]1[C:15]([OH:17])=[O:16].[CH2:18]1[O:28][C:27]2[CH:26]=[CH:25][C:22]([CH2:23]Cl)=[CH:21][C:20]=2[O:19]1.ClCCl.Cl. Product: [O:3]1[C:27]2[CH:26]=[CH:25][C:22]([CH:23]([O:16][C:15]([C:8]3[S:7][C:11]([C:12]([OH:14])=[O:13])=[CH:10][CH:9]=3)=[O:17])[C:22]3[CH:25]=[CH:26][C:27]4[O:28][CH2:18][O:19][C:20]=4[CH:21]=3)=[CH:21][C:20]=2[O:4][CH2:1]1. The catalyst class is: 35.